Dataset: Forward reaction prediction with 1.9M reactions from USPTO patents (1976-2016). Task: Predict the product of the given reaction. Given the reactants [Si]([O:8][C:9]1[CH:14]=[CH:13][C:12]([N:15]2[CH2:18][CH:17]([O:19][CH2:20][CH2:21][O:22][CH:23]3[CH2:28][CH2:27][CH2:26][CH2:25][O:24]3)[CH2:16]2)=[CH:11][CH:10]=1)(C(C)(C)C)(C)C.[F-].C([N+](CCCC)(CCCC)CCCC)CCC.O1CCCC1.O, predict the reaction product. The product is: [O:24]1[CH2:25][CH2:26][CH2:27][CH2:28][CH:23]1[O:22][CH2:21][CH2:20][O:19][CH:17]1[CH2:18][N:15]([C:12]2[CH:11]=[CH:10][C:9]([OH:8])=[CH:14][CH:13]=2)[CH2:16]1.